Dataset: Experimental lipophilicity measurements (octanol/water distribution) for 4,200 compounds from AstraZeneca. Task: Regression/Classification. Given a drug SMILES string, predict its absorption, distribution, metabolism, or excretion properties. Task type varies by dataset: regression for continuous measurements (e.g., permeability, clearance, half-life) or binary classification for categorical outcomes (e.g., BBB penetration, CYP inhibition). For this dataset (lipophilicity_astrazeneca), we predict Y. The molecule is O=C1CCOc2nc(C#CC3CCCC3)ccc21. The Y is 3.00 logD.